This data is from Peptide-MHC class II binding affinity with 134,281 pairs from IEDB. The task is: Regression. Given a peptide amino acid sequence and an MHC pseudo amino acid sequence, predict their binding affinity value. This is MHC class II binding data. (1) The peptide sequence is SSYVCSGLVGDTPRK. The MHC is DRB1_0401 with pseudo-sequence DRB1_0401. The binding affinity (normalized) is 0.116. (2) The peptide sequence is TDISEMGANFKADRV. The MHC is DRB1_0405 with pseudo-sequence DRB1_0405. The binding affinity (normalized) is 0.219.